From a dataset of Reaction yield outcomes from USPTO patents with 853,638 reactions. Predict the reaction yield, written as a fraction of the theoretical maximum amount of product (1.0 means a 100% yield; for example, 0.34 means a 34% yield). (1) The reactants are C1(C2C=CC=CC=2)C=CC(C(=O)CC2C=CC=CC=2)=CC=1.[C:22]1([C:28](=[O:35])[CH2:29][C:30]2[CH:34]=[CH:33][S:32][CH:31]=2)[CH:27]=[CH:26][CH:25]=[CH:24][CH:23]=1.BrC1C=CC([F:43])=CC=1. No catalyst specified. The product is [F:43][C:25]1[CH:26]=[CH:27][C:22]([C:28](=[O:35])[CH2:29][C:30]2[CH:34]=[CH:33][S:32][CH:31]=2)=[CH:23][CH:24]=1. The yield is 0.450. (2) The reactants are [CH3:1][C:2]1[CH:11]=[CH:10][C:9]2[C:4](=[CH:5][C:6]3[CH2:16][CH2:15][NH:14][CH2:13][CH2:12][C:7]=3[CH:8]=2)[N:3]=1.ClC1C=CC2C(=CC3CCN([C:33](=[O:38])[C:34]([F:37])([F:36])[F:35])CCC=3C=2)N=1.C[Sn](C)(C)C.C(=O)([O-])[O-:45].[K+].[K+]. The catalyst is C1(C)C=CC=CC=1.C1C=CC([P]([Pd]([P](C2C=CC=CC=2)(C2C=CC=CC=2)C2C=CC=CC=2)([P](C2C=CC=CC=2)(C2C=CC=CC=2)C2C=CC=CC=2)[P](C2C=CC=CC=2)(C2C=CC=CC=2)C2C=CC=CC=2)(C2C=CC=CC=2)C2C=CC=CC=2)=CC=1. The product is [F:35][C:34]([F:37])([F:36])[C:33]([OH:38])=[O:45].[CH3:1][C:2]1[CH:11]=[CH:10][C:9]2[C:4](=[CH:5][C:6]3[CH2:16][CH2:15][NH:14][CH2:13][CH2:12][C:7]=3[CH:8]=2)[N:3]=1. The yield is 0.180. (3) The reactants are [CH:1]([NH:3][CH:4]1[CH2:12][C:11]2[C:6](=[CH:7][CH:8]=[C:9]([S:13]C(=O)N(C)C)[CH:10]=2)[CH2:5]1)=O.[H-].[Al+3].[Li+].[H-].[H-].[H-].C([O-])([O-])=O.[Cs+].[Cs+].Br[C:32]([CH3:41])([CH3:40])[C:33]([O:35][C:36]([CH3:39])([CH3:38])[CH3:37])=[O:34].[BH4-].[Na+]. The catalyst is C1COCC1. The product is [C:36]([O:35][C:33](=[O:34])[C:32]([CH3:41])([S:13][C:9]1[CH:10]=[C:11]2[C:6](=[CH:7][CH:8]=1)[CH2:5][CH:4]([NH:3][CH3:1])[CH2:12]2)[CH3:40])([CH3:39])([CH3:38])[CH3:37]. The yield is 0.200. (4) The reactants are [Cl:1][C:2]1[CH:7]=[C:6]([Cl:8])[CH:5]=[CH:4][C:3]=1[C:9]1[N:10]=[C:11]([N:17]2[CH2:22][CH2:21][O:20][CH2:19][CH2:18]2)[S:12][C:13]=1[C:14]([NH2:16])=O.COC(OC)[N:26]([CH3:28])C.C(O)(=O)C.O.[NH2:36]N. No catalyst specified. The product is [Cl:1][C:2]1[CH:7]=[C:6]([Cl:8])[CH:5]=[CH:4][C:3]=1[C:9]1[N:10]=[C:11]([N:17]2[CH2:22][CH2:21][O:20][CH2:19][CH2:18]2)[S:12][C:13]=1[C:14]1[NH:26][CH:28]=[N:36][N:16]=1. The yield is 0.400. (5) The reactants are CO[C:3]([C:5]1([NH:8][C:9](=[O:25])[O:10][CH2:11][CH:12]2[C:24]3[CH:23]=[CH:22][CH:21]=[CH:20][C:19]=3[C:18]3[C:13]2=[CH:14][CH:15]=[CH:16][CH:17]=3)[CH2:7][CH2:6]1)=[O:4].[H-].[H-].[H-].[H-].[Li+].[Al+3].O.[CH2:33]1[CH2:37]OC[CH2:34]1. No catalyst specified. The product is [OH:4][CH2:3][C:5]1([NH:8][C:9](=[O:25])[O:10][CH2:11][CH:12]2[C:24]3[CH:23]=[CH:22][CH:21]=[CH:20][C:19]=3[C:18]3[C:13]2=[CH:14][CH:15]=[CH:16][CH:17]=3)[CH2:7][CH2:6][CH2:37][CH2:33][CH2:34]1. The yield is 0.900. (6) The reactants are [CH3:1][C:2]([N:7]1[CH2:12][CH2:11][N:10]([C:13]2[CH:18]=[CH:17][C:16]([C:19]([F:22])([F:21])[F:20])=[CH:15][N:14]=2)[CH2:9][CH2:8]1)([CH3:6])[C:3](O)=[O:4].CCN([CH:29]([CH3:31])[CH3:30])C(C)C.O.O[C:34]1[C:42]2[N:41]=NN[C:38]=2[CH:37]=[CH:36][CH:35]=1.Cl.[CH3:44]N(C)CCCN=C=NCC. The catalyst is C(Cl)Cl. The product is [CH:34]12[CH2:31][CH:29]3[CH2:44][CH:36]([CH2:37][CH:38]([CH2:30]3)[CH:42]1[NH:41][C:3](=[O:4])[C:2]([CH3:1])([N:7]1[CH2:12][CH2:11][N:10]([C:13]3[CH:18]=[CH:17][C:16]([C:19]([F:20])([F:21])[F:22])=[CH:15][N:14]=3)[CH2:9][CH2:8]1)[CH3:6])[CH2:35]2. The yield is 0.690.